Dataset: TCR-epitope binding with 47,182 pairs between 192 epitopes and 23,139 TCRs. Task: Binary Classification. Given a T-cell receptor sequence (or CDR3 region) and an epitope sequence, predict whether binding occurs between them. (1) The epitope is LEPLVDLPI. The TCR CDR3 sequence is CASSQVSGYNEQFF. Result: 1 (the TCR binds to the epitope). (2) The epitope is ILGLPTQTV. The TCR CDR3 sequence is CASTTNTEAFF. Result: 1 (the TCR binds to the epitope). (3) The epitope is LLFGYPVYV. The TCR CDR3 sequence is CASSKEESSYNSPLHF. Result: 0 (the TCR does not bind to the epitope). (4) The epitope is KAYNVTQAF. The TCR CDR3 sequence is CASSLSTSGTDEQYF. Result: 1 (the TCR binds to the epitope). (5) The epitope is FSKQLQQSM. The TCR CDR3 sequence is CASIGLNTGELFF. Result: 0 (the TCR does not bind to the epitope). (6) The epitope is DPFRLLQNSQVFS. The TCR CDR3 sequence is CASSPVFSGANVLTF. Result: 1 (the TCR binds to the epitope). (7) The TCR CDR3 sequence is CASSRLQGVDLNSPEAFF. The epitope is KLVALGINAV. Result: 0 (the TCR does not bind to the epitope). (8) The epitope is DATYQRTRALVR. The TCR CDR3 sequence is CSARDRREEKLFF. Result: 1 (the TCR binds to the epitope). (9) The epitope is TLIGDCATV. The TCR CDR3 sequence is CASLSTSGSTDTQYF. Result: 1 (the TCR binds to the epitope). (10) The epitope is IPIQASLPF. The TCR CDR3 sequence is CASSLEGLQETQYF. Result: 0 (the TCR does not bind to the epitope).